From a dataset of Full USPTO retrosynthesis dataset with 1.9M reactions from patents (1976-2016). Predict the reactants needed to synthesize the given product. (1) Given the product [N:12]1([CH2:11][C:9]2[N:10]=[C:6]3[CH:5]=[CH:4][CH:3]=[C:2]([N:32]4[CH2:33][CH2:34][CH:30]([N:29]([CH3:35])[CH3:28])[CH2:31]4)[N:7]3[CH:8]=2)[C@H:25]2[C@H:16]([CH2:17][CH2:18][C:19]3[C:24]2=[N:23][CH:22]=[CH:21][CH:20]=3)[CH2:15][CH2:14][CH2:13]1, predict the reactants needed to synthesize it. The reactants are: F[C:2]1[N:7]2[CH:8]=[C:9]([CH2:11][N:12]3[C@H:25]4[C@H:16]([CH2:17][CH2:18][C:19]5[C:24]4=[N:23][CH:22]=[CH:21][CH:20]=5)[CH2:15][CH2:14][CH2:13]3)[N:10]=[C:6]2[CH:5]=[CH:4][CH:3]=1.[Cl-].[Na+].[CH3:28][N:29]([CH3:35])[CH:30]1[CH2:34][CH2:33][NH:32][CH2:31]1. (2) The reactants are: [N:1]1C=CC=CC=1C1N=NN(C2C=CC(NC3C4N(C=CN=4)C(C4C=CC(C(N)=O)=CC=4)=CN=3)=CC=2)C=1.[CH3:37][N:38]([CH3:54])[CH2:39][C:40]1[N:41]=[N:42][N:43]([C:45]2[CH:50]=[CH:49][C:48]([N+:51]([O-:53])=[O:52])=[CH:47][CH:46]=2)[CH:44]=1.[Sn](Cl)Cl. Given the product [NH3:1].[CH3:37][N:38]([CH3:54])[CH2:39][C:40]1[N:41]=[N:42][N:43]([C:45]2[CH:46]=[CH:47][C:48]([N+:51]([O-:53])=[O:52])=[CH:49][CH:50]=2)[CH:44]=1, predict the reactants needed to synthesize it. (3) Given the product [C:27]([C:24]1[CH:25]=[CH:26][C:21]([CH2:20][C:19]2[C:3]3[C:4](=[O:18])[N:5]([C:12]4[CH:17]=[CH:16][CH:15]=[CH:14][CH:13]=4)[C:6]4[N:7]=[CH:8][CH:9]=[CH:10][C:11]=4[C:2]=3[NH:32][N:31]=2)=[CH:22][CH:23]=1)#[N:28], predict the reactants needed to synthesize it. The reactants are: O[C:2]1[C:11]2[C:6](=[N:7][CH:8]=[CH:9][CH:10]=2)[N:5]([C:12]2[CH:17]=[CH:16][CH:15]=[CH:14][CH:13]=2)[C:4](=[O:18])[C:3]=1[C:19](=O)[CH2:20][C:21]1[CH:26]=[CH:25][C:24]([C:27]#[N:28])=[CH:23][CH:22]=1.O.[NH2:31][NH2:32].